Dataset: Catalyst prediction with 721,799 reactions and 888 catalyst types from USPTO. Task: Predict which catalyst facilitates the given reaction. Reactant: [CH2:1]([O:10][C:11](=[O:24])[C@H:12]([C@@H:21]([CH3:23])[OH:22])[NH:13][C:14]([O:16][C:17]([CH3:20])([CH3:19])[CH3:18])=[O:15])[C:2]([C:4]1[CH:9]=[CH:8][CH:7]=[CH:6][CH:5]=1)=[O:3].[CH2:25]([O:32][C:33]([N:35]([CH3:49])[C@H:36]([C:46](O)=[O:47])[CH2:37][C:38]1[CH:43]=[CH:42][C:41]([O:44][CH3:45])=[CH:40][CH:39]=1)=[O:34])[C:26]1[CH:31]=[CH:30][CH:29]=[CH:28][CH:27]=1.C1CCC(N=C=NC2CCCCC2)CC1. Product: [CH2:1]([O:10][C:11](=[O:24])[C@H:12]([C@@H:21]([CH3:23])[O:22][C:46](=[O:47])[C@H:36]([CH2:37][C:38]1[CH:43]=[CH:42][C:41]([O:44][CH3:45])=[CH:40][CH:39]=1)[N:35]([C:33]([O:32][CH2:25][C:26]1[CH:31]=[CH:30][CH:29]=[CH:28][CH:27]=1)=[O:34])[CH3:49])[NH:13][C:14]([O:16][C:17]([CH3:19])([CH3:18])[CH3:20])=[O:15])[C:2]([C:4]1[CH:5]=[CH:6][CH:7]=[CH:8][CH:9]=1)=[O:3]. The catalyst class is: 64.